From a dataset of Reaction yield outcomes from USPTO patents with 853,638 reactions. Predict the reaction yield, written as a fraction of the theoretical maximum amount of product (1.0 means a 100% yield; for example, 0.34 means a 34% yield). The reactants are [NH:1]1[CH:5]=[CH:4][N:3]=[CH:2]1.[Li][CH2:7][CH2:8][CH2:9]C.CN([CH:14]=[O:15])C. The catalyst is C1COCC1. The product is [CH:8]([N:1]1[CH:5]=[CH:4][N:3]=[C:2]1[CH:14]=[O:15])([CH3:9])[CH3:7]. The yield is 0.650.